Dataset: Tyrosyl-DNA phosphodiesterase HTS with 341,365 compounds. Task: Binary Classification. Given a drug SMILES string, predict its activity (active/inactive) in a high-throughput screening assay against a specified biological target. (1) The compound is o1c(/C=N\N2CCN(CC2)c2ncccc2)ccc1. The result is 0 (inactive). (2) The compound is O=C(N\N=C\c1c([N+]([O-])=O)cccc1)c1cc2[nH]cnc2cc1. The result is 0 (inactive). (3) The molecule is O=C(N1CCC(N2CCCCC2)CC1)c1oc2c(c1NC(=O)c1c(OC)cccc1)cccc2. The result is 0 (inactive). (4) The molecule is S=c1n2CCCCCc2c(c(=O)n1c1c([N+]([O-])=O)cccc1)C#N. The result is 0 (inactive). (5) The compound is O(c1cc(/C=N\Nc2nc(N3CCCCC3)nc(N3CCCCC3)n2)ccc1OC(=O)c1occc1)C. The result is 0 (inactive). (6) The molecule is S(CC(=O)N1CCc2c(C1)cccc2)c1n(c2c(n1)cccc2)CC(=O)NC(C)C. The result is 0 (inactive). (7) The molecule is O(c1cc(c([N+]([O-])=O)cc1OC)/C=C(/NC(=O)c1ccc(OC)cc1)C(=O)NCCO)C. The result is 0 (inactive). (8) The drug is O=c1n(ncc2c1n(c1c2cccc1)Cc1ccccc1)CC(=O)NCc1ccccc1. The result is 0 (inactive).